Dataset: Catalyst prediction with 721,799 reactions and 888 catalyst types from USPTO. Task: Predict which catalyst facilitates the given reaction. Reactant: N([O-])=O.[Na+].[NH2:5][C:6]1[C:11]([OH:12])=[CH:10][CH:9]=[C:8]([CH3:13])[CH:7]=1.[N-:14]=[N+:15]=[N-].[Na+]. Product: [N:5]([C:6]1[C:11]([OH:12])=[CH:10][CH:9]=[C:8]([CH3:13])[CH:7]=1)=[N+:14]=[N-:15]. The catalyst class is: 6.